Dataset: Full USPTO retrosynthesis dataset with 1.9M reactions from patents (1976-2016). Task: Predict the reactants needed to synthesize the given product. Given the product [CH3:25][C:24]1[C:3]2[CH:4]=[CH:5][C:6]([C:8]3[N:9]=[CH:10][N:11]=[C:12]([NH:14][CH2:15][C@@H:16]([C:17]4[CH:22]=[CH:21][CH:20]=[CH:19][CH:18]=4)[OH:23])[CH:13]=3)=[CH:7][C:2]=2[O:29][N:28]=1, predict the reactants needed to synthesize it. The reactants are: F[C:2]1[CH:7]=[C:6]([C:8]2[CH:13]=[C:12]([NH:14][CH2:15][C@H:16]([OH:23])[C:17]3[CH:22]=[CH:21][CH:20]=[CH:19][CH:18]=3)[N:11]=[CH:10][N:9]=2)[CH:5]=[CH:4][C:3]=1[C:24](=O)[CH3:25].Cl.[NH2:28][OH:29].[OH-].[K+].C(O)(C)C.